Dataset: Forward reaction prediction with 1.9M reactions from USPTO patents (1976-2016). Task: Predict the product of the given reaction. (1) Given the reactants [CH:1]1([N:7]2[CH2:11][CH2:10][NH:9][C:8]2=[O:12])[CH2:6][CH2:5][CH2:4][CH2:3][CH2:2]1.N1C=CC=CC=1.[C:19](Cl)(Cl)=[O:20].[CH3:23][N:24]1[CH:28]=[C:27]([C:29]2[CH:34]=[C:33]([O:35][C:36]3[CH:37]=[CH:38][C:39]([NH2:42])=[N:40][CH:41]=3)[CH:32]=[CH:31][N:30]=2)[CH:26]=[N:25]1, predict the reaction product. The product is: [CH:1]1([N:7]2[CH2:11][CH2:10][N:9]([C:19]([NH:42][C:39]3[CH:38]=[CH:37][C:36]([O:35][C:33]4[CH:32]=[CH:31][N:30]=[C:29]([C:27]5[CH:26]=[N:25][N:24]([CH3:23])[CH:28]=5)[CH:34]=4)=[CH:41][N:40]=3)=[O:20])[C:8]2=[O:12])[CH2:2][CH2:3][CH2:4][CH2:5][CH2:6]1. (2) Given the reactants [C:1]([O:9][CH3:10])(=[O:8])[C:2]1[CH:7]=[CH:6][CH:5]=[CH:4][CH:3]=1.[NH2:11][CH2:12][CH2:13][CH2:14][CH2:15][CH2:16][CH2:17][CH2:18]CO.C(OC(C)C)(C)C, predict the reaction product. The product is: [C:1]([O:9][CH2:10][CH2:18][CH2:17][CH2:16][CH2:15][CH2:14][CH2:13][CH2:12][NH2:11])(=[O:8])[C:2]1[CH:7]=[CH:6][CH:5]=[CH:4][CH:3]=1. (3) Given the reactants [CH2:1]([N:8]1[CH:12]=[N:11][N:10]=[N:9]1)[C:2]1[CH:7]=[CH:6][CH:5]=[CH:4][CH:3]=1.[OH-].[Na+].[Br:15]Br, predict the reaction product. The product is: [CH2:1]([N:8]1[C:12]([Br:15])=[N:11][N:10]=[N:9]1)[C:2]1[CH:3]=[CH:4][CH:5]=[CH:6][CH:7]=1. (4) Given the reactants [O:1]=[C:2]1[C:6]2([CH2:11][CH2:10][NH:9][CH2:8][CH2:7]2)[N:5]([C:12]2[CH:17]=[CH:16][CH:15]=[CH:14][CH:13]=2)[CH2:4][N:3]1[CH2:18][C:19]1[CH:20]=[C:21]([CH:29]=[CH:30][CH:31]=1)[C:22]([O:24][C:25]([CH3:28])([CH3:27])[CH3:26])=[O:23].C(=O)([O-])[O-].[K+].[K+].[I-].[Na+].Cl[CH2:41][CH2:42][CH2:43][N:44]1[C:48]2[CH:49]=[CH:50][CH:51]=[CH:52][C:47]=2[N:46]([CH:53]2[CH2:55][CH2:54]2)[C:45]1=[O:56], predict the reaction product. The product is: [CH:53]1([N:46]2[C:47]3[CH:52]=[CH:51][CH:50]=[CH:49][C:48]=3[N:44]([CH2:43][CH2:42][CH2:41][N:9]3[CH2:10][CH2:11][C:6]4([N:5]([C:12]5[CH:13]=[CH:14][CH:15]=[CH:16][CH:17]=5)[CH2:4][N:3]([CH2:18][C:19]5[CH:20]=[C:21]([CH:29]=[CH:30][CH:31]=5)[C:22]([O:24][C:25]([CH3:28])([CH3:26])[CH3:27])=[O:23])[C:2]4=[O:1])[CH2:7][CH2:8]3)[C:45]2=[O:56])[CH2:55][CH2:54]1. (5) Given the reactants [O:1]1[CH2:6][CH2:5][CH2:4][CH:3]([CH2:7][CH2:8][CH:9]=[O:10])[CH2:2]1.[N:11]([C:23]([O:25][CH2:26][C:27]1[CH:32]=[CH:31][CH:30]=[CH:29][CH:28]=1)=[O:24])=[N:12][C:13]([O:15][CH2:16][C:17]1[CH:22]=[CH:21][CH:20]=[CH:19][CH:18]=1)=[O:14].C1CN[C@@H](C(O)=O)C1.[BH4-].[Na+], predict the reaction product. The product is: [OH:10][CH2:9][C@@H:8]([N:11]([C:23]([O:25][CH2:26][C:27]1[CH:32]=[CH:31][CH:30]=[CH:29][CH:28]=1)=[O:24])[NH:12][C:13]([O:15][CH2:16][C:17]1[CH:22]=[CH:21][CH:20]=[CH:19][CH:18]=1)=[O:14])[CH2:7][CH:3]1[CH2:4][CH2:5][CH2:6][O:1][CH2:2]1. (6) Given the reactants [Cl:1][C:2]1[CH:3]=[CH:4][C:5]2[N:6]=[CH:7][N:8]=[C:9](OC3CCOCC3)[C:10]=2[N:11]=1.[CH3:19][O:20][C:21]1[N:26]=[CH:25][C:24]([NH2:27])=[CH:23][CH:22]=1.C([O-])(=O)C.[Na+], predict the reaction product. The product is: [Cl:1][C:2]1[CH:3]=[CH:4][C:5]2[N:6]=[CH:7][N:8]=[C:9]([NH:27][C:24]3[CH:25]=[N:26][C:21]([O:20][CH3:19])=[CH:22][CH:23]=3)[C:10]=2[N:11]=1. (7) Given the reactants [S-2:1].[Na+:2].[Na+].S.[C:5](Cl)(=[O:15])[CH2:6][CH2:7][CH2:8][CH2:9][CH2:10][CH2:11][CH2:12][CH2:13][CH3:14], predict the reaction product. The product is: [C:5]([O-:15])(=[S:1])[CH2:6][CH2:7][CH2:8][CH2:9][CH2:10][CH2:11][CH2:12][CH2:13][CH3:14].[Na+:2].